The task is: Predict the reaction yield, written as a fraction of the theoretical maximum amount of product (1.0 means a 100% yield; for example, 0.34 means a 34% yield).. This data is from Reaction yield outcomes from USPTO patents with 853,638 reactions. The reactants are [N+:1]([C:4]1[CH:15]=[CH:14][C:7]2[S:8][C:9](C(O)=O)=[CH:10][C:6]=2[CH:5]=1)([O-:3])=[O:2].N1C2C(=CC=CC=2)N=CC=1.Cl. The catalyst is [Cu].CCOCC. The product is [N+:1]([C:4]1[CH:15]=[CH:14][C:7]2[S:8][CH:9]=[CH:10][C:6]=2[CH:5]=1)([O-:3])=[O:2]. The yield is 0.680.